Predict the reactants needed to synthesize the given product. From a dataset of Full USPTO retrosynthesis dataset with 1.9M reactions from patents (1976-2016). (1) Given the product [F:12][C:3]1[CH:4]=[CH:5][C:6]([C:8]([NH:10][NH2:11])=[O:9])=[N:7][CH:2]=1, predict the reactants needed to synthesize it. The reactants are: F[C:2]1[N:7]=[C:6]([C:8]([NH:10][NH2:11])=[O:9])[CH:5]=[CH:4][CH:3]=1.[F:12]C1C=CC(C(O)=O)=NC=1.FC1N=C(C(O)=O)C=CC=1. (2) Given the product [NH2:22][C:19]1[O:20][CH2:21][C:5]2([N:18]=1)[C:4]1[C:3]([F:23])=[C:2]([Br:1])[CH:15]=[CH:14][C:13]=1[O:12][C:11]1[C:6]2=[CH:7][C:8]([OH:16])=[CH:9][CH:10]=1, predict the reactants needed to synthesize it. The reactants are: [Br:1][C:2]1[CH:15]=[CH:14][C:13]2[O:12][C:11]3[C:6](=[CH:7][C:8]([O:16]C)=[CH:9][CH:10]=3)[C:5]3([CH2:21][O:20][C:19]([NH2:22])=[N:18]3)[C:4]=2[C:3]=1[F:23].B(Br)(Br)Br. (3) Given the product [Cl:7][C:8]1[CH:13]=[CH:12][C:11]([O:1][C@@H:2]2[CH2:6][CH2:5][NH:4][CH2:3]2)=[CH:10][N:9]=1, predict the reactants needed to synthesize it. The reactants are: [OH:1][C@H:2]1[CH2:6][CH2:5][NH:4][CH2:3]1.[Cl:7][C:8]1[CH:13]=[CH:12][C:11](O)=[CH:10][N:9]=1. (4) Given the product [Cl:1][C:2]1[CH:3]=[C:4]([CH2:17][N:18]2[C:22]([CH3:23])=[CH:21][C:20]([C:24]([NH:26][CH:27]3[CH2:28][C:29]4[C:33](=[CH:32][CH:31]=[CH:39][CH:38]=4)[CH2:30]3)=[O:25])=[N:19]2)[C:5]2[O:9][C:8]([C:10]3[CH:11]=[CH:12][CH:13]=[CH:14][CH:15]=3)=[CH:7][C:6]=2[CH:16]=1, predict the reactants needed to synthesize it. The reactants are: [Cl:1][C:2]1[CH:3]=[C:4]([CH2:17][N:18]2[C:22]([CH3:23])=[CH:21][C:20]([C:24]([NH:26][CH:27]3[CH2:30][CH2:29][CH2:28]3)=[O:25])=[N:19]2)[C:5]2[O:9][C:8]([C:10]3[CH:15]=[CH:14][CH:13]=[CH:12][CH:11]=3)=[CH:7][C:6]=2[CH:16]=1.[CH2:31]1[C:39]2C(=CC=C[CH:38]=2)[CH2:33][CH:32]1N. (5) Given the product [OH:28][CH:27]=[C:10]1[C:9]2[C:4](=[CH:5][C:6]([C:11]([C:13]3[CH:14]=[C:15]([NH:19][C:20]([C:22]4[S:23][CH:24]=[CH:25][CH:26]=4)=[O:21])[CH:16]=[CH:17][CH:18]=3)=[O:12])=[CH:7][CH:8]=2)[NH:3][C:2]1=[O:1], predict the reactants needed to synthesize it. The reactants are: [O:1]=[C:2]1[CH2:10][C:9]2[C:4](=[CH:5][C:6]([C:11]([C:13]3[CH:14]=[C:15]([NH:19][C:20]([C:22]4[S:23][CH:24]=[CH:25][CH:26]=4)=[O:21])[CH:16]=[CH:17][CH:18]=3)=[O:12])=[CH:7][CH:8]=2)[NH:3]1.[CH:27](OCC)=[O:28].[O-]CC.[Na+].Cl. (6) Given the product [CH:26]1([NH:25][C:23]([C:21]2[CH:20]=[CH:19][C:18]([CH3:29])=[C:17]([NH:16][C:14](=[O:15])[C:13]3[CH:30]=[C:9]([N:6]4[CH2:5][CH2:4][NH:3][C@@H:2]([CH3:1])[CH2:7]4)[CH:10]=[CH:11][C:12]=3[N+:31]([O-:33])=[O:32])[CH:22]=2)=[O:24])[CH2:28][CH2:27]1, predict the reactants needed to synthesize it. The reactants are: [CH3:1][C@H:2]1[CH2:7][NH:6][CH2:5][CH2:4][NH:3]1.Cl[C:9]1[CH:10]=[CH:11][C:12]([N+:31]([O-:33])=[O:32])=[C:13]([CH:30]=1)[C:14]([NH:16][C:17]1[CH:22]=[C:21]([C:23]([NH:25][CH:26]2[CH2:28][CH2:27]2)=[O:24])[CH:20]=[CH:19][C:18]=1[CH3:29])=[O:15].